Dataset: Forward reaction prediction with 1.9M reactions from USPTO patents (1976-2016). Task: Predict the product of the given reaction. (1) The product is: [CH3:24][N:19]1[C:18]2[CH:25]=[C:14]([O:13][C:12]3[CH:40]=[C:41]([O:43][CH2:44][CH2:45][CH3:46])[CH:42]=[C:10]([O:9][CH2:8][CH2:7][CH2:6][CH:2]=[O:1])[CH:11]=3)[C:15]([NH:26][S:27]([C:30]3[CH:35]=[CH:34][C:33]([O:36][CH3:37])=[C:32]([O:38][CH3:39])[CH:31]=3)(=[O:28])=[O:29])=[CH:16][C:17]=2[N:21]([CH3:22])[C:20]1=[O:23]. Given the reactants [O:1]1CCO[CH:2]1[CH2:6][CH2:7][CH2:8][O:9][C:10]1[CH:11]=[C:12]([CH:40]=[C:41]([O:43][CH2:44][CH2:45][CH3:46])[CH:42]=1)[O:13][C:14]1[C:15]([NH:26][S:27]([C:30]2[CH:35]=[CH:34][C:33]([O:36][CH3:37])=[C:32]([O:38][CH3:39])[CH:31]=2)(=[O:29])=[O:28])=[CH:16][C:17]2[N:21]([CH3:22])[C:20](=[O:23])[N:19]([CH3:24])[C:18]=2[CH:25]=1.CC1C=CC(S(O)(=O)=O)=CC=1, predict the reaction product. (2) Given the reactants [CH3:1][C:2]1[CH:3]=[CH:4][C:5]2[O:11][CH2:10][CH2:9][CH:8]([C:12]([O:14]CC)=[O:13])[C:7](=O)[C:6]=2[CH:18]=1.Cl.[NH2:20]O, predict the reaction product. The product is: [CH3:1][C:2]1[CH:3]=[CH:4][C:5]2[O:11][CH2:10][CH2:9][C:8]3[C:7](=[N:20][O:13][C:12]=3[OH:14])[C:6]=2[CH:18]=1. (3) Given the reactants [C:1]([O:5][C:6]([N:8]1[CH2:13][CH2:12][CH:11]([N:14]2[C:18]3=[N:19][CH:20]=[N:21][C:22](Cl)=[C:17]3[CH:16]=[N:15]2)[CH2:10][CH2:9]1)=[O:7])([CH3:4])([CH3:3])[CH3:2].[F:24][C:25]1[CH:30]=[CH:29][CH:28]=[CH:27][C:26]=1[OH:31], predict the reaction product. The product is: [C:1]([O:5][C:6]([N:8]1[CH2:13][CH2:12][CH:11]([N:14]2[C:18]3=[N:19][CH:20]=[N:21][C:22]([O:31][C:26]4[CH:27]=[CH:28][CH:29]=[CH:30][C:25]=4[F:24])=[C:17]3[CH:16]=[N:15]2)[CH2:10][CH2:9]1)=[O:7])([CH3:4])([CH3:3])[CH3:2]. (4) Given the reactants B(Br)(Br)Br.C[O:6][C:7]1[CH:26]=[CH:25][C:10]([C:11]([NH:13][C:14]2[CH:19]=[CH:18][C:17]([O:20][C:21]([F:24])([F:23])[F:22])=[CH:16][CH:15]=2)=[O:12])=[CH:9][C:8]=1[C:27]1[CH:28]=[N:29][CH:30]=[N:31][CH:32]=1.CO, predict the reaction product. The product is: [OH:6][C:7]1[CH:26]=[CH:25][C:10]([C:11]([NH:13][C:14]2[CH:15]=[CH:16][C:17]([O:20][C:21]([F:22])([F:23])[F:24])=[CH:18][CH:19]=2)=[O:12])=[CH:9][C:8]=1[C:27]1[CH:32]=[N:31][CH:30]=[N:29][CH:28]=1. (5) Given the reactants [CH3:1][C:2]1([CH2:8][O:9][C:10]2[CH:11]=[C:12]([CH:15]=[CH:16][CH:17]=2)[CH:13]=O)[CH2:7][CH2:6][CH2:5][CH2:4][CH2:3]1.[S:18]1[CH2:22][C:21](=[O:23])[NH:20][C:19]1=[O:24].N1CCCCC1, predict the reaction product. The product is: [CH3:1][C:2]1([CH2:8][O:9][C:10]2[CH:11]=[C:12]([CH:15]=[CH:16][CH:17]=2)[CH:13]=[C:22]2[S:18][C:19](=[O:24])[NH:20][C:21]2=[O:23])[CH2:7][CH2:6][CH2:5][CH2:4][CH2:3]1. (6) The product is: [CH3:1][O:2][C:3]([C:5]1[CH:6]=[CH:7][C:8]2[O:12][C:11]([C:13]([CH2:33][CH3:34])([C:17]3[CH:27]=[CH:22][C:23]([OH:28])=[C:24]([CH2:25][CH3:26])[CH:18]=3)[CH2:14][CH3:15])=[CH:10][C:9]=2[CH:19]=1)=[O:4]. Given the reactants [CH3:1][O:2][C:3]([C:5]1[CH:6]=[CH:7][C:8]2[O:12][C:11]([C:13]([CH2:17][CH3:18])(O)[CH2:14][CH3:15])=[CH:10][C:9]=2[CH:19]=1)=[O:4].C([C:22]1[CH:27]=[CH:26][CH:25]=[CH:24][C:23]=1[OH:28])C.B(F)(F)F.[CH3:33][CH2:34]OCC, predict the reaction product. (7) Given the reactants [Cl:1][C:2]1[CH:3]=[CH:4][C:5]([O:15][CH3:16])=[C:6]([C:8]2[N:13]=[C:12]([OH:14])[CH:11]=[CH:10][N:9]=2)[CH:7]=1.[Br:17]Br, predict the reaction product. The product is: [Br:17][C:11]1[C:12]([OH:14])=[N:13][C:8]([C:6]2[CH:7]=[C:2]([Cl:1])[CH:3]=[CH:4][C:5]=2[O:15][CH3:16])=[N:9][CH:10]=1. (8) The product is: [F:16][C:15]1[CH:14]=[C:13]([O:17][C@H:18]2[CH2:22][CH2:21][CH2:20][C@@H:19]2[C:23]2[NH:27][N:26]=[CH:25][CH:24]=2)[CH:12]=[C:11]([F:34])[C:10]=1[S:7]([NH:6][C:35]1[CH:40]=[CH:39][N:38]=[CH:37][N:36]=1)(=[O:8])=[O:9]. Given the reactants COC1C=C(OC)C=CC=1C[N:6]([C:35]1[CH:40]=[CH:39][N:38]=[CH:37][N:36]=1)[S:7]([C:10]1[C:15]([F:16])=[CH:14][C:13]([O:17][C@H:18]2[CH2:22][CH2:21][CH2:20][C@@H:19]2[C:23]2[N:27](C3CCCCO3)[N:26]=[CH:25][CH:24]=2)=[CH:12][C:11]=1[F:34])(=[O:9])=[O:8].C([SiH](CC)CC)C.FC(F)(F)C(O)=O, predict the reaction product. (9) Given the reactants [NH2:1][C:2]1[C:3]([C:8]([NH:10][CH2:11][C@H:12]2[C@H:18]([C:19]3[CH:24]=[CH:23][C:22]([Cl:25])=[C:21]([F:26])[CH:20]=3)[O:17][CH2:16][CH2:15][N:14]([C:27]([O:29][C:30]([CH3:33])([CH3:32])[CH3:31])=[O:28])[CH2:13]2)=[O:9])=[N:4][CH:5]=[CH:6][CH:7]=1.[H-].[Na+].[CH3:36][S:37](Cl)(=[O:39])=[O:38].O, predict the reaction product. The product is: [Cl:25][C:22]1[CH:23]=[CH:24][C:19]([C@@H:18]2[O:17][CH2:16][CH2:15][N:14]([C:27]([O:29][C:30]([CH3:33])([CH3:32])[CH3:31])=[O:28])[CH2:13][C@H:12]2[CH2:11][NH:10][C:8]([C:3]2[C:2]([NH:1][S:37]([CH3:36])(=[O:39])=[O:38])=[CH:7][CH:6]=[CH:5][N:4]=2)=[O:9])=[CH:20][C:21]=1[F:26]. (10) Given the reactants Br[C:2]1[CH:3]=[C:4]2[C:9](=[CH:10][CH:11]=1)[N:8]=[C:7]([CH3:12])[C:6]([C:13](=[O:18])[C:14]([F:17])([F:16])[F:15])=[C:5]2[C:19]1[CH:24]=[CH:23][C:22]([F:25])=[CH:21][CH:20]=1.[NH:26]1[CH2:30][CH2:29][CH:28]([OH:31])[CH2:27]1, predict the reaction product. The product is: [F:15][C:14]([F:17])([F:16])[C:13]([C:6]1[C:7]([CH3:12])=[N:8][C:9]2[C:4]([C:5]=1[C:19]1[CH:20]=[CH:21][C:22]([F:25])=[CH:23][CH:24]=1)=[CH:3][C:2]([N:26]1[CH2:30][CH2:29][CH:28]([OH:31])[CH2:27]1)=[CH:11][CH:10]=2)=[O:18].